Dataset: HIV replication inhibition screening data with 41,000+ compounds from the AIDS Antiviral Screen. Task: Binary Classification. Given a drug SMILES string, predict its activity (active/inactive) in a high-throughput screening assay against a specified biological target. (1) The compound is Cl.O=C1OC(c2ccccc2)(c2ccccc2)CC1CN1CCOCC1. The result is 0 (inactive). (2) The molecule is COc1cc2c(cc1OC)C(C1(O)CCCCC1)NCC2. The result is 0 (inactive). (3) The molecule is C=CCC12CC(=O)OC(C=CC13OCCO3)C2. The result is 0 (inactive). (4) The molecule is CC(=O)Nc1ccc(S(=O)(=O)NCCSSCCNS(=O)(=O)c2ccc(NC(C)=O)cc2)cc1. The result is 0 (inactive).